Regression/Classification. Given a drug SMILES string, predict its absorption, distribution, metabolism, or excretion properties. Task type varies by dataset: regression for continuous measurements (e.g., permeability, clearance, half-life) or binary classification for categorical outcomes (e.g., BBB penetration, CYP inhibition). Dataset: cyp1a2_veith. From a dataset of CYP1A2 inhibition data for predicting drug metabolism from PubChem BioAssay. (1) The molecule is CCCCC/C=C\C/C=C\C/C=C\C/C=C\CCCC(=O)NCC(=O)O. The result is 0 (non-inhibitor). (2) The drug is O=C(O)CC[C@]1(C(=O)O)CCC(=O)c2ccccc21. The result is 0 (non-inhibitor).